Dataset: Forward reaction prediction with 1.9M reactions from USPTO patents (1976-2016). Task: Predict the product of the given reaction. (1) Given the reactants [CH2:1]([O:8][C:9]1[CH:17]=[CH:16][CH:15]=[C:14]2[C:10]=1[CH2:11][CH2:12][CH:13]2[C:18]([OH:20])=O)[C:2]1[CH:7]=[CH:6][CH:5]=[CH:4][CH:3]=1.[CH3:21][N:22]([CH3:40])[C:23]1[CH:28]=[CH:27][C:26]([CH2:29][NH:30][C:31]2[CH:36]=[CH:35][C:34]([CH:37]([CH3:39])[CH3:38])=[CH:33][CH:32]=2)=[CH:25][CH:24]=1, predict the reaction product. The product is: [CH2:1]([O:8][C:9]1[CH:17]=[CH:16][CH:15]=[C:14]2[C:10]=1[CH2:11][CH2:12][CH:13]2[C:18]([N:30]([CH2:29][C:26]1[CH:25]=[CH:24][C:23]([N:22]([CH3:40])[CH3:21])=[CH:28][CH:27]=1)[C:31]1[CH:32]=[CH:33][C:34]([CH:37]([CH3:39])[CH3:38])=[CH:35][CH:36]=1)=[O:20])[C:2]1[CH:3]=[CH:4][CH:5]=[CH:6][CH:7]=1. (2) Given the reactants CC(C)([O-])C.CO[C:8](=[O:22])[C:9]1[CH:14]=[CH:13][N:12]=[C:11]([NH:15][C:16](=[O:21])[C:17]([CH3:20])([CH3:19])[CH3:18])[CH:10]=1.[CH3:23][C:24]#[N:25], predict the reaction product. The product is: [C:24]([CH2:23][C:8]([C:9]1[CH:14]=[CH:13][N:12]=[C:11]([NH:15][C:16](=[O:21])[C:17]([CH3:18])([CH3:19])[CH3:20])[CH:10]=1)=[O:22])#[N:25]. (3) Given the reactants Cl.[F:2][C:3]1[CH:8]=[CH:7][C:6]([S:9]([NH:12][CH:13]2[CH2:18][CH2:17][NH:16][CH2:15]C2)(=[O:11])=[O:10])=[CH:5][CH:4]=1.[CH3:19][C:20]#N.[F:22][C:23]1[CH:24]=[C:25]([NH:30][C:31]2[NH:36]C(Cl)(N)[N:34]=[C:33]([O:39][CH2:40][CH3:41])[N:32]=2)[CH:26]=[CH:27][C:28]=1[F:29], predict the reaction product. The product is: [F:22][C:23]1[CH:24]=[C:25]([NH:30][C:31]2[N:36]=[C:15]([NH:16][CH:17]3[CH2:18][CH2:13][N:12]([S:9]([C:6]4[CH:5]=[CH:4][C:3]([F:2])=[CH:8][CH:7]=4)(=[O:10])=[O:11])[CH2:20][CH2:19]3)[N:34]=[C:33]([O:39][CH2:40][CH3:41])[N:32]=2)[CH:26]=[CH:27][C:28]=1[F:29].